Dataset: NCI-60 drug combinations with 297,098 pairs across 59 cell lines. Task: Regression. Given two drug SMILES strings and cell line genomic features, predict the synergy score measuring deviation from expected non-interaction effect. Drug 1: C1=NC2=C(N1)C(=S)N=CN2. Drug 2: CC1C(C(CC(O1)OC2CC(CC3=C2C(=C4C(=C3O)C(=O)C5=CC=CC=C5C4=O)O)(C(=O)C)O)N)O. Cell line: OVCAR-5. Synergy scores: CSS=32.6, Synergy_ZIP=-5.57, Synergy_Bliss=-4.58, Synergy_Loewe=-20.0, Synergy_HSA=-1.05.